This data is from NCI-60 drug combinations with 297,098 pairs across 59 cell lines. The task is: Regression. Given two drug SMILES strings and cell line genomic features, predict the synergy score measuring deviation from expected non-interaction effect. (1) Drug 1: C1CN1C2=NC(=NC(=N2)N3CC3)N4CC4. Drug 2: CC(C)(C#N)C1=CC(=CC(=C1)CN2C=NC=N2)C(C)(C)C#N. Cell line: NCI-H322M. Synergy scores: CSS=-5.23, Synergy_ZIP=3.78, Synergy_Bliss=4.88, Synergy_Loewe=-1.81, Synergy_HSA=-1.91. (2) Drug 1: CNC(=O)C1=CC=CC=C1SC2=CC3=C(C=C2)C(=NN3)C=CC4=CC=CC=N4. Drug 2: C1CN(CCN1C(=O)CCBr)C(=O)CCBr. Cell line: MDA-MB-231. Synergy scores: CSS=15.0, Synergy_ZIP=1.29, Synergy_Bliss=1.53, Synergy_Loewe=-2.13, Synergy_HSA=-1.49. (3) Drug 1: CN1C(=O)N2C=NC(=C2N=N1)C(=O)N. Drug 2: CC1C(C(CC(O1)OC2CC(OC(C2O)C)OC3=CC4=CC5=C(C(=O)C(C(C5)C(C(=O)C(C(C)O)O)OC)OC6CC(C(C(O6)C)O)OC7CC(C(C(O7)C)O)OC8CC(C(C(O8)C)O)(C)O)C(=C4C(=C3C)O)O)O)O. Cell line: NCI/ADR-RES. Synergy scores: CSS=0.516, Synergy_ZIP=-0.371, Synergy_Bliss=-2.63, Synergy_Loewe=-9.16, Synergy_HSA=-6.23. (4) Synergy scores: CSS=8.22, Synergy_ZIP=-1.01, Synergy_Bliss=-5.24, Synergy_Loewe=-3.42, Synergy_HSA=-7.74. Drug 1: C1CN(CCN1C(=O)CCBr)C(=O)CCBr. Drug 2: C1C(C(OC1N2C=NC(=NC2=O)N)CO)O. Cell line: A498. (5) Drug 1: C1CCC(C(C1)N)N.C(=O)(C(=O)[O-])[O-].[Pt+4]. Drug 2: COCCOC1=C(C=C2C(=C1)C(=NC=N2)NC3=CC=CC(=C3)C#C)OCCOC.Cl. Cell line: SF-295. Synergy scores: CSS=-2.43, Synergy_ZIP=-4.33, Synergy_Bliss=-4.50, Synergy_Loewe=-12.8, Synergy_HSA=-6.00. (6) Synergy scores: CSS=24.0, Synergy_ZIP=-17.6, Synergy_Bliss=-9.40, Synergy_Loewe=-12.3, Synergy_HSA=-6.04. Drug 1: COC1=CC(=CC(=C1O)OC)C2C3C(COC3=O)C(C4=CC5=C(C=C24)OCO5)OC6C(C(C7C(O6)COC(O7)C8=CC=CS8)O)O. Drug 2: CC1=C2C(C(=O)C3(C(CC4C(C3C(C(C2(C)C)(CC1OC(=O)C(C(C5=CC=CC=C5)NC(=O)OC(C)(C)C)O)O)OC(=O)C6=CC=CC=C6)(CO4)OC(=O)C)O)C)O. Cell line: SK-MEL-5. (7) Drug 1: CC(C)(C#N)C1=CC(=CC(=C1)CN2C=NC=N2)C(C)(C)C#N. Drug 2: C1C(C(OC1N2C=NC3=C2NC=NCC3O)CO)O. Cell line: HCT116. Synergy scores: CSS=1.29, Synergy_ZIP=0.914, Synergy_Bliss=-0.905, Synergy_Loewe=-0.355, Synergy_HSA=-1.83. (8) Drug 2: CN(CC1=CN=C2C(=N1)C(=NC(=N2)N)N)C3=CC=C(C=C3)C(=O)NC(CCC(=O)O)C(=O)O. Drug 1: CS(=O)(=O)C1=CC(=C(C=C1)C(=O)NC2=CC(=C(C=C2)Cl)C3=CC=CC=N3)Cl. Synergy scores: CSS=-0.894, Synergy_ZIP=1.44, Synergy_Bliss=5.69, Synergy_Loewe=-20.6, Synergy_HSA=-2.49. Cell line: MDA-MB-435. (9) Drug 1: C1=NC(=NC(=O)N1C2C(C(C(O2)CO)O)O)N. Drug 2: C1CN(P(=O)(OC1)NCCCl)CCCl. Cell line: SK-OV-3. Synergy scores: CSS=-1.24, Synergy_ZIP=2.16, Synergy_Bliss=4.05, Synergy_Loewe=-1.04, Synergy_HSA=-1.04. (10) Drug 1: CCCS(=O)(=O)NC1=C(C(=C(C=C1)F)C(=O)C2=CNC3=C2C=C(C=N3)C4=CC=C(C=C4)Cl)F. Drug 2: CC1=C2C(C(=O)C3(C(CC4C(C3C(C(C2(C)C)(CC1OC(=O)C(C(C5=CC=CC=C5)NC(=O)C6=CC=CC=C6)O)O)OC(=O)C7=CC=CC=C7)(CO4)OC(=O)C)O)C)OC(=O)C. Cell line: MOLT-4. Synergy scores: CSS=64.1, Synergy_ZIP=15.2, Synergy_Bliss=15.8, Synergy_Loewe=-39.8, Synergy_HSA=14.5.